This data is from Full USPTO retrosynthesis dataset with 1.9M reactions from patents (1976-2016). The task is: Predict the reactants needed to synthesize the given product. (1) The reactants are: [CH2:1]([N:3]1[CH2:8][C:7]2([CH2:13][CH2:12][N:11](C(OC(C)(C)C)=O)[CH2:10][CH2:9]2)[O:6][CH2:5][C:4]1=[O:21])[CH3:2].[ClH:22].O1CCOCC1. Given the product [ClH:22].[CH2:1]([N:3]1[CH2:8][C:7]2([CH2:13][CH2:12][NH:11][CH2:10][CH2:9]2)[O:6][CH2:5][C:4]1=[O:21])[CH3:2], predict the reactants needed to synthesize it. (2) Given the product [Br:10][CH2:2][C:1]([C:4]1[CH:9]=[CH:8][N:7]=[CH:6][CH:5]=1)=[O:3], predict the reactants needed to synthesize it. The reactants are: [C:1]([C:4]1[CH:9]=[CH:8][N:7]=[CH:6][CH:5]=1)(=[O:3])[CH3:2].[BrH:10].BrBr. (3) Given the product [CH3:3][C:2]([OH:41])([C:4]1[CH:5]=[CH:6][CH:7]=[CH:8][C:9]=1[CH2:10][CH2:11][C@@H:12]([S:32][CH2:33][C:34]1([CH2:37][C:38]([O-:40])=[O:39])[CH2:35][CH2:36]1)[C:13]1[CH:14]=[CH:15][CH:16]=[C:17](/[CH:19]=[CH:20]/[C:21]2[CH:22]=[CH:23][C:24]3[CH:25]=[CH:26][C:27]([Cl:31])=[CH:28][C:29]=3[N:30]=2)[CH:18]=1)[CH3:1].[Na+:51], predict the reactants needed to synthesize it. The reactants are: [CH3:1][C:2]([OH:41])([C:4]1[CH:5]=[CH:6][CH:7]=[CH:8][C:9]=1[CH2:10][CH2:11][C@@H:12]([S:32][CH2:33][C:34]1([CH2:37][C:38]([OH:40])=[O:39])[CH2:36][CH2:35]1)[C:13]1[CH:14]=[CH:15][CH:16]=[C:17](/[CH:19]=[CH:20]/[C:21]2[CH:22]=[CH:23][C:24]3[CH:25]=[CH:26][C:27]([Cl:31])=[CH:28][C:29]=3[N:30]=2)[CH:18]=1)[CH3:3].C(N)CC.CC(C)([O-])C.[Na+:51]. (4) Given the product [F:33][CH:31]([F:32])[O:30][C:29]1[C:28]([F:34])=[CH:27][CH:26]=[C:25]([F:35])[C:24]=1[C:9]1[CH2:14][CH2:13][N:12]([C:15]([O:17][C:18]([CH3:19])([CH3:20])[CH3:21])=[O:16])[CH2:11][CH:10]=1, predict the reactants needed to synthesize it. The reactants are: CC1(C)C(C)(C)OB([C:9]2[CH2:14][CH2:13][N:12]([C:15]([O:17][C:18]([CH3:21])([CH3:20])[CH3:19])=[O:16])[CH2:11][CH:10]=2)O1.Br[C:24]1[C:29]([O:30][CH:31]([F:33])[F:32])=[C:28]([F:34])[CH:27]=[CH:26][C:25]=1[F:35].C(=O)([O-])[O-].[K+].[K+]. (5) The reactants are: [CH2:1]([O:3][C:4](=[O:28])[CH2:5][N:6]1[C:14]2[CH2:13][CH2:12][CH2:11][C@@H:10]([N:15]([S:17]([C:20]3[CH:25]=[CH:24][C:23](F)=[C:22]([Cl:27])[CH:21]=3)(=[O:19])=[O:18])[CH3:16])[C:9]=2[CH:8]=[N:7]1)[CH3:2].[CH:29]1([OH:34])[CH2:33][CH2:32][CH2:31][CH2:30]1. Given the product [CH2:1]([O:3][C:4](=[O:28])[CH2:5][N:6]1[C:14]2[CH2:13][CH2:12][CH2:11][C@@H:10]([N:15]([S:17]([C:20]3[CH:25]=[CH:24][C:23]([O:34][CH:29]4[CH2:33][CH2:32][CH2:31][CH2:30]4)=[C:22]([Cl:27])[CH:21]=3)(=[O:19])=[O:18])[CH3:16])[C:9]=2[CH:8]=[N:7]1)[CH3:2], predict the reactants needed to synthesize it. (6) Given the product [S:3]1[CH:4]=[CH:5][N:6]=[C:2]1[N:17]1[CH2:16][CH2:15][N:14]([C:7]([O:9][C:10]([CH3:13])([CH3:12])[CH3:11])=[O:8])[CH2:19][CH2:18]1, predict the reactants needed to synthesize it. The reactants are: Br[C:2]1[S:3][CH:4]=[CH:5][N:6]=1.[C:7]([N:14]1[CH2:19][CH2:18][NH:17][CH2:16][CH2:15]1)([O:9][C:10]([CH3:13])([CH3:12])[CH3:11])=[O:8].C([O-])([O-])=O.[K+].[K+].